Dataset: CYP3A4 inhibition data for predicting drug metabolism from PubChem BioAssay. Task: Regression/Classification. Given a drug SMILES string, predict its absorption, distribution, metabolism, or excretion properties. Task type varies by dataset: regression for continuous measurements (e.g., permeability, clearance, half-life) or binary classification for categorical outcomes (e.g., BBB penetration, CYP inhibition). Dataset: cyp3a4_veith. (1) The compound is CC(C)COC[C@H](CN(Cc1ccccc1)c1ccccc1)N1CCCC1. The result is 0 (non-inhibitor). (2) The compound is COc1ccc(C[C@@H](N)c2ccc(OC)cc2)cc1. The result is 0 (non-inhibitor).